Dataset: Forward reaction prediction with 1.9M reactions from USPTO patents (1976-2016). Task: Predict the product of the given reaction. (1) Given the reactants [Br:1][C:2]1[CH:3]=[C:4]([NH2:10])[C:5]([NH2:9])=[CH:6][C:7]=1[CH3:8].[OH-].[Na+].[CH:13](O)=O, predict the reaction product. The product is: [Br:1][C:2]1[C:7]([CH3:8])=[CH:6][C:5]2[NH:9][CH:13]=[N:10][C:4]=2[CH:3]=1. (2) Given the reactants C(OC([N:8]1[CH2:13][CH2:12][N:11]([C:14]([O:16][CH2:17][C:18]2[CH:23]=[CH:22][CH:21]=[CH:20][CH:19]=2)=[O:15])[CH:10]([C:24](=[O:29])[N:25]([O:27][CH3:28])[CH3:26])[CH2:9]1)=O)(C)(C)C, predict the reaction product. The product is: [CH2:17]([O:16][C:14]([N:11]1[CH2:12][CH2:13][NH:8][CH2:9][CH:10]1[C:24](=[O:29])[N:25]([O:27][CH3:28])[CH3:26])=[O:15])[C:18]1[CH:19]=[CH:20][CH:21]=[CH:22][CH:23]=1. (3) Given the reactants [C:1]([NH:8][C:9]1[CH:10]=[C:11]([CH:15]=[CH:16][CH:17]=1)[C:12]([OH:14])=O)([O:3][C:4]([CH3:7])([CH3:6])[CH3:5])=[O:2].CN(C(ON1N=NC2C=CC=NC1=2)=[N+](C)C)C.F[P-](F)(F)(F)(F)F.[C:42]1([C@H:52]([NH2:54])[CH3:53])[C:51]2[C:46](=[CH:47][CH:48]=[CH:49][CH:50]=2)[CH:45]=[CH:44][CH:43]=1.C(N(CC)C(C)C)(C)C, predict the reaction product. The product is: [C:4]([O:3][C:1](=[O:2])[NH:8][C:9]1[CH:17]=[CH:16][CH:15]=[C:11]([C:12](=[O:14])[NH:54][C@@H:52]([C:42]2[C:51]3[C:46](=[CH:47][CH:48]=[CH:49][CH:50]=3)[CH:45]=[CH:44][CH:43]=2)[CH3:53])[CH:10]=1)([CH3:5])([CH3:6])[CH3:7]. (4) Given the reactants [Br:1][C:2]1[CH:7]=[CH:6][C:5]([CH:8]([C:19]2[CH:24]=[CH:23][C:22]([F:25])=[CH:21][CH:20]=2)[O:9][C@@H:10]([CH2:15][CH:16]([CH3:18])[CH3:17])[C:11]([O:13]C)=[O:12])=[CH:4][CH:3]=1.Cl, predict the reaction product. The product is: [Br:1][C:2]1[CH:7]=[CH:6][C:5]([CH:8]([C:19]2[CH:24]=[CH:23][C:22]([F:25])=[CH:21][CH:20]=2)[O:9][C@@H:10]([CH2:15][CH:16]([CH3:18])[CH3:17])[C:11]([OH:13])=[O:12])=[CH:4][CH:3]=1. (5) Given the reactants [NH2:1][C:2]1[S:6][N:5]=[C:4]([C:7]2[CH:12]=[CH:11][CH:10]=[C:9]([NH2:13])[CH:8]=2)[C:3]=1[C:14]([NH2:16])=[O:15].C(N(CC)C(C)C)(C)C.[F:26][C:27]([F:38])([F:37])[C:28]1[CH:29]=[C:30]([CH:34]=[CH:35][CH:36]=1)[C:31](Cl)=[O:32], predict the reaction product. The product is: [NH2:1][C:2]1[S:6][N:5]=[C:4]([C:7]2[CH:12]=[CH:11][CH:10]=[C:9]([NH:13][C:31](=[O:32])[C:30]3[CH:34]=[CH:35][CH:36]=[C:28]([C:27]([F:26])([F:37])[F:38])[CH:29]=3)[CH:8]=2)[C:3]=1[C:14]([NH2:16])=[O:15]. (6) Given the reactants Br[C:2]1[C:3]([F:17])=[CH:4][C:5]2[CH2:10][O:9][CH:8]([CH2:11][NH:12][CH2:13][CH2:14][CH3:15])[O:7][C:6]=2[CH:16]=1.[CH3:18][S:19]([O-:21])=[O:20].[Na+].N1CCC[C@H]1C(O)=O, predict the reaction product. The product is: [F:17][C:3]1[C:2]([S:19]([CH3:18])(=[O:21])=[O:20])=[CH:16][C:6]2[O:7][CH:8]([CH2:11][NH:12][CH2:13][CH2:14][CH3:15])[O:9][CH2:10][C:5]=2[CH:4]=1. (7) Given the reactants [NH:1]1[C:9]2[C:4](=[CH:5][CH:6]=[CH:7][CH:8]=2)[C:3]([CH2:10][CH:11]([CH3:16])[C:12](OC)=[O:13])=[CH:2]1.CO, predict the reaction product. The product is: [NH:1]1[C:9]2[C:4](=[CH:5][CH:6]=[CH:7][CH:8]=2)[C:3]([CH2:10][CH:11]([CH3:16])[CH2:12][OH:13])=[CH:2]1.